From a dataset of Forward reaction prediction with 1.9M reactions from USPTO patents (1976-2016). Predict the product of the given reaction. (1) Given the reactants [N+]([O-])(O)=O.[N+:5]([C:8]1[CH:18]=[CH:17][C:11]2[CH2:12][CH2:13][NH:14][CH2:15][CH2:16][C:10]=2[CH:9]=1)([O-:7])=[O:6].C([O-])([O-])=O.[Cs+].[Cs+].[CH2:25](Br)[C:26]#[CH:27], predict the reaction product. The product is: [N+:5]([C:8]1[CH:18]=[CH:17][C:11]2[CH2:12][CH2:13][N:14]([CH2:27][C:26]#[CH:25])[CH2:15][CH2:16][C:10]=2[CH:9]=1)([O-:7])=[O:6]. (2) Given the reactants Br[C:2]1[CH:3]=[C:4]([C@@H:8]([NH:13][C:14]([C@@H:16]2[CH2:21][CH2:20][CH2:19][N:18]([C:22](=[O:31])[CH2:23][CH2:24][CH:25]3[CH2:30][CH2:29][NH:28][CH2:27][CH2:26]3)[CH2:17]2)=[O:15])[CH2:9][C:10]([OH:12])=[O:11])[CH:5]=[N:6][CH:7]=1.NCCCC.[CH2:37]([O:41][C:42](=[O:73])[CH2:43][NH:44][C:45](=[O:72])[CH:46]([N:48]1[CH2:59][CH2:58][N:57]([CH2:60][C:61]([O-:63])=[O:62])[CH2:56][CH2:55][N:54]([CH2:64][C:65]([O-:67])=[O:66])[CH2:53][CH2:52][N:51]([CH2:68][C:69]([O-:71])=[O:70])[CH2:50][CH2:49]1)[CH3:47])[CH2:38][C:39]#[CH:40].[Gd+3:74], predict the reaction product. The product is: [C:10]([CH2:9][C@@H:8]([C:4]1[CH:3]=[C:2]([C:40]#[C:39][CH2:38][CH2:37][O:41][C:42](=[O:73])[CH2:43][NH:44][C:45](=[O:72])[C@@H:46]([N:48]2[CH2:59][CH2:58][N:57]([CH2:60][C:61]([O-:63])=[O:62])[CH2:56][CH2:55][N:54]([CH2:64][C:65]([O-:67])=[O:66])[CH2:53][CH2:52][N:51]([CH2:68][C:69]([O-:71])=[O:70])[CH2:50][CH2:49]2)[CH3:47])[CH:7]=[N:6][CH:5]=1)[NH:13][C:14]([C@@H:16]1[CH2:21][CH2:20][CH2:19][N:18]([C:22](=[O:31])[CH2:23][CH2:24][CH:25]2[CH2:30][CH2:29][NH:28][CH2:27][CH2:26]2)[CH2:17]1)=[O:15])([OH:12])=[O:11].[Gd+3:74].